From a dataset of Reaction yield outcomes from USPTO patents with 853,638 reactions. Predict the reaction yield, written as a fraction of the theoretical maximum amount of product (1.0 means a 100% yield; for example, 0.34 means a 34% yield). (1) The reactants are [CH3:1][O:2][C:3]1[CH:8]=[CH:7][CH:6]=[C:5]([O:9][CH3:10])[C:4]=1[N:11]1[C:20](=[O:21])[C:19]2[C:14](=[CH:15][CH:16]=[CH:17][CH:18]=2)[N:13]=[C:12]1[CH3:22].[OH:23][C:24]1[C:31]([O:32][CH3:33])=[CH:30][CH:29]=[CH:28][C:25]=1[CH:26]=O. The catalyst is CC(O)=O. The product is [CH3:1][O:2][C:3]1[CH:8]=[CH:7][CH:6]=[C:5]([O:9][CH3:10])[C:4]=1[N:11]1[C:20](=[O:21])[C:19]2[C:14](=[CH:15][CH:16]=[CH:17][CH:18]=2)[N:13]=[C:12]1/[CH:22]=[CH:26]/[C:25]1[CH:28]=[CH:29][CH:30]=[C:31]([O:32][CH3:33])[C:24]=1[OH:23]. The yield is 0.400. (2) The reactants are [CH:1]1([S:4]([O:7][CH2:8][CH2:9][CH2:10][CH3:11])(=[O:6])=[O:5])[CH2:3][CH2:2]1.[Li][CH2:13]CCC.IC. The catalyst is C1COCC1. The product is [CH3:13][C:1]1([S:4]([O:7][CH2:8][CH2:9][CH2:10][CH3:11])(=[O:6])=[O:5])[CH2:3][CH2:2]1. The yield is 0.490. (3) The reactants are Br[C:2]1[CH:3]=[C:4]([S:8]([NH2:11])(=[O:10])=[O:9])[CH:5]=[N:6][CH:7]=1.B1(B2OC(C)(C)C(C)(C)O2)OC(C)(C)C(C)(C)O1.I[C:31]1[S:35][C:34]([C:36]2[CH:37]=[C:38]3[C:42](=[CH:43][CH:44]=2)[C:41](=[O:45])[N:40]([CH3:46])[CH2:39]3)=[CH:33][CH:32]=1. The catalyst is C(Cl)Cl.CO. The product is [CH3:46][N:40]1[CH2:39][C:38]2[C:42](=[CH:43][CH:44]=[C:36]([C:34]3[S:35][C:31]([C:2]4[CH:3]=[C:4]([S:8]([NH2:11])(=[O:10])=[O:9])[CH:5]=[N:6][CH:7]=4)=[CH:32][CH:33]=3)[CH:37]=2)[C:41]1=[O:45]. The yield is 0.110. (4) The reactants are [CH2:1]([C:9]1[CH:24]=[CH:23][C:12]([CH:13]=[N:14][NH:15][C:16]([O:18][C:19]([CH3:22])([CH3:21])[CH3:20])=[O:17])=[CH:11][CH:10]=1)[CH2:2][CH2:3][CH2:4][CH2:5][CH2:6][CH2:7][CH3:8].CC(O)=O. The catalyst is C1COCC1.CCOCC. The product is [CH2:1]([C:9]1[CH:24]=[CH:23][C:12]([CH2:13][NH:14][NH:15][C:16]([O:18][C:19]([CH3:22])([CH3:21])[CH3:20])=[O:17])=[CH:11][CH:10]=1)[CH2:2][CH2:3][CH2:4][CH2:5][CH2:6][CH2:7][CH3:8]. The yield is 0.160. (5) The reactants are [C:1]([C:3]1[CH:8]=[CH:7][C:6]([C:9]2([O:12][CH2:13][C:14]3[CH:19]=[CH:18][CH:17]=[CH:16][CH:15]=3)[CH2:11][CH2:10]2)=[C:5]([CH2:20][CH3:21])[CH:4]=1)#[CH:2].[CH2:22]([O:24][C:25](=[O:33])[C:26]1[CH:31]=[CH:30][C:29](I)=[CH:28][CH:27]=1)[CH3:23]. The catalyst is C(N(CC)CC)C.[Cu]I.Cl[Pd](Cl)([P](C1C=CC=CC=1)(C1C=CC=CC=1)C1C=CC=CC=1)[P](C1C=CC=CC=1)(C1C=CC=CC=1)C1C=CC=CC=1. The product is [CH2:13]([O:12][C:9]1([C:6]2[CH:7]=[CH:8][C:3]([C:1]#[C:2][C:29]3[CH:30]=[CH:31][C:26]([C:25]([O:24][CH2:22][CH3:23])=[O:33])=[CH:27][CH:28]=3)=[CH:4][C:5]=2[CH2:20][CH3:21])[CH2:11][CH2:10]1)[C:14]1[CH:15]=[CH:16][CH:17]=[CH:18][CH:19]=1. The yield is 0.720. (6) The reactants are [C:1]([O:5][C:6]([N:8]1[CH2:13][CH2:12][NH:11][CH:10]([C:14]2[CH:19]=[CH:18][CH:17]=[CH:16][CH:15]=2)[CH2:9]1)=[O:7])([CH3:4])([CH3:3])[CH3:2].C(N(CC)CC)C.[C:27](Cl)(=[O:29])[CH3:28]. The catalyst is ClCCl.C(=O)(O)[O-].[Na+]. The product is [C:1]([O:5][C:6]([N:8]1[CH2:13][CH2:12][N:11]([C:27](=[O:29])[CH3:28])[CH:10]([C:14]2[CH:19]=[CH:18][CH:17]=[CH:16][CH:15]=2)[CH2:9]1)=[O:7])([CH3:4])([CH3:2])[CH3:3]. The yield is 0.540.